From a dataset of NCI-60 drug combinations with 297,098 pairs across 59 cell lines. Regression. Given two drug SMILES strings and cell line genomic features, predict the synergy score measuring deviation from expected non-interaction effect. (1) Drug 1: CNC(=O)C1=NC=CC(=C1)OC2=CC=C(C=C2)NC(=O)NC3=CC(=C(C=C3)Cl)C(F)(F)F. Drug 2: CC(C)NC(=O)C1=CC=C(C=C1)CNNC.Cl. Cell line: OVCAR-4. Synergy scores: CSS=-11.9, Synergy_ZIP=2.61, Synergy_Bliss=-3.21, Synergy_Loewe=-10.7, Synergy_HSA=-10.7. (2) Drug 1: CN(C)C1=NC(=NC(=N1)N(C)C)N(C)C. Drug 2: COCCOC1=C(C=C2C(=C1)C(=NC=N2)NC3=CC=CC(=C3)C#C)OCCOC.Cl. Cell line: U251. Synergy scores: CSS=-0.807, Synergy_ZIP=0.518, Synergy_Bliss=-1.61, Synergy_Loewe=-3.59, Synergy_HSA=-4.11.